Dataset: Peptide-MHC class I binding affinity with 185,985 pairs from IEDB/IMGT. Task: Regression. Given a peptide amino acid sequence and an MHC pseudo amino acid sequence, predict their binding affinity value. This is MHC class I binding data. (1) The peptide sequence is SQKTTWLPVL. The MHC is HLA-B15:01 with pseudo-sequence HLA-B15:01. The binding affinity (normalized) is 0.583. (2) The peptide sequence is IPLTADIDM. The MHC is H-2-Kb with pseudo-sequence H-2-Kb. The binding affinity (normalized) is 0.